This data is from Peptide-MHC class I binding affinity with 185,985 pairs from IEDB/IMGT. The task is: Regression. Given a peptide amino acid sequence and an MHC pseudo amino acid sequence, predict their binding affinity value. This is MHC class I binding data. (1) The peptide sequence is WFQRIPLQW. The MHC is HLA-B15:17 with pseudo-sequence HLA-B15:17. The binding affinity (normalized) is 0.0847. (2) The peptide sequence is LIFPAFFLC. The MHC is HLA-B40:01 with pseudo-sequence HLA-B40:01. The binding affinity (normalized) is 0.0847.